This data is from NCI-60 drug combinations with 297,098 pairs across 59 cell lines. The task is: Regression. Given two drug SMILES strings and cell line genomic features, predict the synergy score measuring deviation from expected non-interaction effect. (1) Drug 1: C1=CC(=C2C(=C1NCCNCCO)C(=O)C3=C(C=CC(=C3C2=O)O)O)NCCNCCO. Drug 2: C(=O)(N)NO. Cell line: HOP-62. Synergy scores: CSS=55.5, Synergy_ZIP=6.62, Synergy_Bliss=5.63, Synergy_Loewe=-45.1, Synergy_HSA=5.21. (2) Drug 1: C1CN1C2=NC(=NC(=N2)N3CC3)N4CC4. Drug 2: CC12CCC3C(C1CCC2=O)CC(=C)C4=CC(=O)C=CC34C. Cell line: OVCAR-4. Synergy scores: CSS=-1.78, Synergy_ZIP=2.28, Synergy_Bliss=4.39, Synergy_Loewe=-0.719, Synergy_HSA=-0.0169.